Dataset: Forward reaction prediction with 1.9M reactions from USPTO patents (1976-2016). Task: Predict the product of the given reaction. (1) Given the reactants [F:1][C:2]([F:38])([F:37])[C:3]1[CH:4]=[C:5]([CH:34]=[CH:35][CH:36]=1)[C:6]([NH:8][C:9]1[CH:10]=[C:11]([CH:31]=[CH:32][CH:33]=1)[O:12][C:13]1[CH:14]=[CH:15][C:16]2[N:17]([CH:19]=[C:20]([NH:22][C:23](=[O:30])OCC(Cl)(Cl)Cl)[N:21]=2)[N:18]=1)=[O:7].[CH3:39][N:40]1[CH2:45][CH2:44][NH:43][CH2:42][CH2:41]1.C(N(C(C)C)C(C)C)(C)C, predict the reaction product. The product is: [CH3:39][N:40]1[CH2:45][CH2:44][N:43]([C:23]([NH:22][C:20]2[N:21]=[C:16]3[CH:15]=[CH:14][C:13]([O:12][C:11]4[CH:31]=[CH:32][CH:33]=[C:9]([NH:8][C:6](=[O:7])[C:5]5[CH:34]=[CH:35][CH:36]=[C:3]([C:2]([F:38])([F:37])[F:1])[CH:4]=5)[CH:10]=4)=[N:18][N:17]3[CH:19]=2)=[O:30])[CH2:42][CH2:41]1. (2) Given the reactants CC(C[AlH]CC(C)C)C.[Br:10][C:11]1[CH:16]=[CH:15][C:14]([C:17]2[O:18][C:19]([CH3:26])=[C:20]([CH2:22][CH2:23][CH:24]=[O:25])[N:21]=2)=[CH:13][CH:12]=1.Cl, predict the reaction product. The product is: [Br:10][C:11]1[CH:12]=[CH:13][C:14]([C:17]2[O:18][C:19]([CH3:26])=[C:20]([CH2:22][CH2:23][CH2:24][OH:25])[N:21]=2)=[CH:15][CH:16]=1. (3) Given the reactants C[O:2][C:3]1[CH:4]=[C:5]([CH:25]=[CH:26][C:27]2[CH:32]=[CH:31][CH:30]=[CH:29][CH:28]=2)[CH:6]=[C:7]([O:23]C)[C:8]=1[CH2:9][CH2:10][CH2:11][CH2:12][CH2:13][CH2:14][CH2:15][CH2:16][CH2:17][CH2:18][CH2:19][CH2:20][CH2:21][CH3:22].B(Br)(Br)Br, predict the reaction product. The product is: [C:27]1([CH:26]=[CH:25][C:5]2[CH:4]=[C:3]([OH:2])[C:8]([CH2:9][CH2:10][CH2:11][CH2:12][CH2:13][CH2:14][CH2:15][CH2:16][CH2:17][CH2:18][CH2:19][CH2:20][CH2:21][CH3:22])=[C:7]([OH:23])[CH:6]=2)[CH:28]=[CH:29][CH:30]=[CH:31][CH:32]=1. (4) Given the reactants C([O-])(=O)C.[NH4+].C(#N)C.[C:9]([C:12]1[N:13]([NH:17][C:18](=O)OC(C)(C)C)[CH:14]=[CH:15][CH:16]=1)(=O)[NH2:10].FC(F)(F)C(O)=O.C1C=C2C(N=CNN2C=1)=O.CN(C)C1C=CC=CC=1.P(Cl)(Cl)([Cl:53])=O, predict the reaction product. The product is: [CH:15]1[CH:16]=[C:12]2[C:9]([Cl:53])=[N:10][CH:18]=[N:17][N:13]2[CH:14]=1. (5) Given the reactants [CH2:1]([O:4][N:5]=[C:6]1[CH2:10][N:9]([C:11]([O:13]C(C)(C)C)=O)[C@H:8]([C:18]([OH:20])=O)[CH2:7]1)[CH:2]=[CH2:3].[CH3:21][O:22][CH2:23]C(Cl)=O.[N:27]1[C:36]2[C:31](=[CH:32][C:33]([NH2:37])=[CH:34][CH:35]=2)[CH:30]=[CH:29][CH:28]=1, predict the reaction product. The product is: [CH2:1]([O:4][N:5]=[C:6]1[CH2:10][N:9]([C:11](=[O:13])[CH2:23][O:22][CH3:21])[C@H:8]([C:18]([NH:37][C:33]2[CH:32]=[C:31]3[C:36](=[CH:35][CH:34]=2)[N:27]=[CH:28][CH:29]=[CH:30]3)=[O:20])[CH2:7]1)[CH:2]=[CH2:3]. (6) The product is: [Cl:34][C:11]1[S:10][C:9]([C:7]2[CH:6]=[CH:5][C:4]([C:14]3[C:23]4[C:18](=[CH:19][C:20]([S:24]([NH:27][C:28]5[CH:33]=[CH:32][N:31]=[CH:30][N:29]=5)(=[O:26])=[O:25])=[CH:21][CH:22]=4)[CH:17]=[CH:16][N:15]=3)=[C:3]([O:2][CH3:1])[CH:8]=2)=[N:13][CH:12]=1. Given the reactants [CH3:1][O:2][C:3]1[CH:8]=[C:7]([C:9]2[S:10][CH:11]=[CH:12][N:13]=2)[CH:6]=[CH:5][C:4]=1[C:14]1[C:23]2[C:18](=[CH:19][C:20]([S:24]([NH:27][C:28]3[CH:33]=[CH:32][N:31]=[CH:30][N:29]=3)(=[O:26])=[O:25])=[CH:21][CH:22]=2)[CH:17]=[CH:16][N:15]=1.[Cl:34]N1C(C)(C)C(=O)N(Cl)C1=O, predict the reaction product.